This data is from Forward reaction prediction with 1.9M reactions from USPTO patents (1976-2016). The task is: Predict the product of the given reaction. The product is: [CH2:11]([C:9]1[S:8][C:6]2[N:7]=[C:2]([S:28][CH2:29][CH:30]([OH:33])[CH2:31][OH:32])[N:3]=[C:4]([N:13]3[CH2:18][CH2:17][N:16]([C:19](=[O:27])[CH2:20][C:21]4[CH:26]=[CH:25][CH:24]=[CH:23][CH:22]=4)[CH2:15][CH2:14]3)[C:5]=2[CH:10]=1)[CH3:12]. Given the reactants Cl[C:2]1[N:3]=[C:4]([N:13]2[CH2:18][CH2:17][N:16]([C:19](=[O:27])[CH2:20][C:21]3[CH:26]=[CH:25][CH:24]=[CH:23][CH:22]=3)[CH2:15][CH2:14]2)[C:5]2[CH:10]=[C:9]([CH2:11][CH3:12])[S:8][C:6]=2[N:7]=1.[SH:28][CH2:29][CH:30]([OH:33])[CH2:31][OH:32], predict the reaction product.